This data is from Full USPTO retrosynthesis dataset with 1.9M reactions from patents (1976-2016). The task is: Predict the reactants needed to synthesize the given product. (1) Given the product [NH2:1][C:2]1[N:11]=[C:10]([CH3:13])[C:9]2[C:8](=[O:14])[CH2:7][CH:6]([C:15]3[CH:20]=[CH:19][CH:18]=[CH:17][C:16]=3[C:23]3[CH:24]=[CH:25][CH:26]=[CH:27][N:22]=3)[CH2:5][C:4]=2[N:3]=1, predict the reactants needed to synthesize it. The reactants are: [NH2:1][C:2]1[NH:11][C:10]([CH3:13])(C)[C:9]2[C:8](=[O:14])[CH2:7][CH:6]([C:15]3[CH:20]=[CH:19][CH:18]=[CH:17][C:16]=3Br)[CH2:5][C:4]=2[N:3]=1.[N:22]1[CH:27]=[CH:26][CH:25]=[CH:24][C:23]=1B(O)O.NC1N=C(C)C2C(=O)CC(C3C=CC=CC=3C3C=CC=CC=3)CC=2N=1. (2) Given the product [CH:24]1([O:15][C:11]2[CH:12]=[CH:13][C:14]3[N:6]4[CH2:5][CH2:4][CH2:3][C:7]4=[CH:8][C:9]=3[CH:10]=2)[CH2:26][CH2:25]1, predict the reactants needed to synthesize it. The reactants are: [H-].[Na+].[CH2:3]1[C:7]2=[CH:8][C:9]3[CH:10]=[C:11]([OH:15])[CH:12]=[CH:13][C:14]=3[N:6]2[CH2:5][CH2:4]1.C(=O)([O-])[O-].[K+].[K+].[I-].[K+].[CH:24]1(Br)[CH2:26][CH2:25]1. (3) Given the product [CH2:1]([N:3]([CH:4]1[CH2:7][C:6]2([CH2:8][CH2:9][NH:10][CH2:11][CH2:12]2)[CH2:5]1)[C:20]1[C:35]2[CH2:34][CH:33]=[CH:32][CH2:31][CH2:30][C:29]3[CH:36]=[C:37]([CH3:42])[NH:38][C:39](=[O:40])[C:28]=3[CH2:27][NH:26][C:25](=[O:43])[C:24]=2[CH:23]=[CH:22][CH:21]=1)[CH3:2], predict the reactants needed to synthesize it. The reactants are: [CH2:1]([N:3]([C:20]1[C:35]2[CH2:34][CH:33]=[CH:32][CH2:31][CH2:30][C:29]3[CH:36]=[C:37]([CH3:42])[N:38]=[C:39]([O:40]C)[C:28]=3[CH2:27][NH:26][C:25](=[O:43])[C:24]=2[CH:23]=[CH:22][CH:21]=1)[CH:4]1[CH2:7][C:6]2([CH2:12][CH2:11][N:10](C(OC(C)(C)C)=O)[CH2:9][CH2:8]2)[CH2:5]1)[CH3:2].Cl.